Predict which catalyst facilitates the given reaction. From a dataset of Catalyst prediction with 721,799 reactions and 888 catalyst types from USPTO. (1) Reactant: [Li+].CC([N-][CH:6]([CH3:8])[CH3:7])C.[CH3:9][O:10][C:11](=[O:16])/[CH:12]=[CH:13]/[O:14][CH3:15].[CH3:17][S:18]C(C)CC=O.Cl. Product: [CH3:15][O:14][C:13]1[CH:9]([CH2:7][CH:6]([CH3:8])[CH2:17][SH:18])[O:10][C:11](=[O:16])[CH:12]=1. The catalyst class is: 1. (2) Reactant: [OH:1][C:2]1[CH:26]=[CH:25][C:5]2[N:6]=[C:7]([C:9]([NH:11][CH:12]3[CH2:17][CH2:16][N:15]([C:18]([O:20][C:21]([CH3:24])([CH3:23])[CH3:22])=[O:19])[CH2:14][CH2:13]3)=[O:10])[O:8][C:4]=2[CH:3]=1.N(C(OC(C)C)=O)=NC(OC(C)C)=O.[F:41][C:42]([F:57])([F:56])[C:43]1[CH:48]=[CH:47][C:46]([N:49]2[CH2:54][CH2:53][CH:52](O)[CH2:51][CH2:50]2)=[CH:45][CH:44]=1.C1(P(C2C=CC=CC=2)C2C=CC=CC=2)C=CC=CC=1. Product: [F:57][C:42]([F:41])([F:56])[C:43]1[CH:44]=[CH:45][C:46]([N:49]2[CH2:54][CH2:53][CH:52]([O:1][C:2]3[CH:26]=[CH:25][C:5]4[N:6]=[C:7]([C:9]([NH:11][CH:12]5[CH2:13][CH2:14][N:15]([C:18]([O:20][C:21]([CH3:22])([CH3:23])[CH3:24])=[O:19])[CH2:16][CH2:17]5)=[O:10])[O:8][C:4]=4[CH:3]=3)[CH2:51][CH2:50]2)=[CH:47][CH:48]=1. The catalyst class is: 11. (3) Reactant: [CH:1]1[C:13]2[C:12](=[CH:14][C:15]([NH:17][CH2:18][CH2:19][CH2:20][CH2:21][CH2:22][C:23]([OH:25])=O)=[O:16])[C:11]3[C:6](=[CH:7][CH:8]=[CH:9][CH:10]=3)[C:5]=2[CH:4]=[CH:3][CH:2]=1.C(N(CC)CC)C.ClC(OCC)=O.[NH2:39][OH:40]. Product: [CH:10]1[C:11]2[C:12](=[CH:14][C:15]([NH:17][CH2:18][CH2:19][CH2:20][CH2:21][CH2:22][C:23]([NH:39][OH:40])=[O:25])=[O:16])[C:13]3[C:5](=[CH:4][CH:3]=[CH:2][CH:1]=3)[C:6]=2[CH:7]=[CH:8][CH:9]=1. The catalyst class is: 650.